Dataset: Full USPTO retrosynthesis dataset with 1.9M reactions from patents (1976-2016). Task: Predict the reactants needed to synthesize the given product. (1) Given the product [C:11]([NH:15][C:16]1[N:6]2[C:2]([S:3][CH:4]=[C:5]2[CH2:7][C:8]([OH:10])=[O:9])=[N:1][C:17]=1[C:18]1[O:22][CH:21]=[CH:20][CH:19]=1)([CH3:14])([CH3:13])[CH3:12], predict the reactants needed to synthesize it. The reactants are: [NH2:1][C:2]1[S:3][CH:4]=[C:5]([CH2:7][C:8]([OH:10])=[O:9])[N:6]=1.[C:11]([N+:15]#[C-:16])([CH3:14])([CH3:13])[CH3:12].[CH:17](=O)[C:18]1[O:22][CH:21]=[CH:20][CH:19]=1. (2) Given the product [Br:5][C:6]1[CH:11]=[CH:10][C:9]([C:1]#[CH:2])=[CH:8][CH:7]=1, predict the reactants needed to synthesize it. The reactants are: [C:1]([Mg]Br)#[CH:2].[Br:5][C:6]1[CH:11]=[CH:10][C:9](I)=[CH:8][CH:7]=1. (3) Given the product [Cl:25][C:26]1[CH:31]=[C:30]([C:2]2[CH:3]=[C:4]3[C:9](=[CH:10][CH:11]=2)[N:8]=[CH:7][C:6]([C:12](=[O:14])[CH3:13])=[C:5]3[NH:15][C@H:16]2[CH2:21][CH2:20][C@H:19]([N:22]([CH3:24])[CH3:23])[CH2:18][CH2:17]2)[CH:29]=[C:28]([F:41])[C:27]=1[OH:42], predict the reactants needed to synthesize it. The reactants are: Br[C:2]1[CH:3]=[C:4]2[C:9](=[CH:10][CH:11]=1)[N:8]=[CH:7][C:6]([C:12](=[O:14])[CH3:13])=[C:5]2[NH:15][C@H:16]1[CH2:21][CH2:20][C@H:19]([N:22]([CH3:24])[CH3:23])[CH2:18][CH2:17]1.[Cl:25][C:26]1[CH:31]=[C:30](B2OC(C)(C)C(C)(C)O2)[CH:29]=[C:28]([F:41])[C:27]=1[OH:42]. (4) The reactants are: [NH2:1][C:2]1([CH2:13][C:14]([O:16][CH2:17][CH3:18])=[O:15])[CH2:5][N:4]([C:6]([O:8][C:9]([CH3:12])([CH3:11])[CH3:10])=[O:7])[CH2:3]1.CCN(CC)CC.[C:26]1([C:32]#[C:33][C:34]2[O:38][C:37]([C:39](ON3C(=O)CCC3=O)=[O:40])=[CH:36][CH:35]=2)[CH:31]=[CH:30][CH:29]=[CH:28][CH:27]=1. Given the product [CH2:17]([O:16][C:14](=[O:15])[CH2:13][C:2]1([NH:1][C:39]([C:37]2[O:38][C:34]([C:33]#[C:32][C:26]3[CH:31]=[CH:30][CH:29]=[CH:28][CH:27]=3)=[CH:35][CH:36]=2)=[O:40])[CH2:5][N:4]([C:6]([O:8][C:9]([CH3:10])([CH3:11])[CH3:12])=[O:7])[CH2:3]1)[CH3:18], predict the reactants needed to synthesize it. (5) Given the product [ClH:26].[CH3:1][O:2][C:3](=[O:23])[CH2:4][CH2:5][CH2:6][C:7]1[N:8]([CH3:9])[C:10]2[CH:15]=[CH:14][C:13]([NH2:16])=[CH:12][C:11]=2[N:19]=1, predict the reactants needed to synthesize it. The reactants are: [CH3:1][O:2][C:3](=[O:23])[CH2:4][CH2:5][CH2:6][C:7](=O)[N:8]([C:10]1[CH:15]=[CH:14][C:13]([N+:16]([O-])=O)=[CH:12][C:11]=1[N+:19]([O-])=O)[CH3:9].[H][H].[ClH:26]. (6) Given the product [CH3:2][C:1]1([C:4]2[CH:5]=[C:6]3[C:10](=[CH:11][CH:12]=2)[N:9]([CH2:13][C:14]([F:15])([F:16])[F:17])[C:8](=[O:18])[CH2:7]3)[O:21][CH2:20][CH2:19][O:3]1, predict the reactants needed to synthesize it. The reactants are: [C:1]([C:4]1[CH:5]=[C:6]2[C:10](=[CH:11][CH:12]=1)[N:9]([CH2:13][C:14]([F:17])([F:16])[F:15])[C:8](=[O:18])[CH2:7]2)(=[O:3])[CH3:2].[CH2:19](O)[CH2:20][OH:21].C1(C)C=CC(S(O)(=O)=O)=CC=1.